This data is from Catalyst prediction with 721,799 reactions and 888 catalyst types from USPTO. The task is: Predict which catalyst facilitates the given reaction. (1) Reactant: C1CN([P+](ON2N=[N:25][C:20]3[CH:21]=[CH:22][CH:23]=[CH:24][C:19]2=3)(N2CCCC2)N2CCCC2)CC1.F[P-](F)(F)(F)(F)F.[NH2:34][C:35]1[CH:36]=[CH:37][C:38]([F:61])=[C:39]([C@:41]23[CH2:49][C@@H:48]([O:50][CH2:51][CH3:52])[CH2:47][C@H:46]2[CH2:45][S:44][C:43]([NH:53]C(=O)OC(C)(C)C)=[N:42]3)[CH:40]=1.C([N:65]([CH2:69]C)C(C)C)(C)C.C(=O)(O)[O-:72].[Na+]. Product: [NH2:53][C:43]1[S:44][CH2:45][C@@H:46]2[CH2:47][C@H:48]([O:50][CH2:51][CH3:52])[CH2:49][C@:41]2([C:39]2[CH:40]=[C:35]([NH:34][C:19]([C:24]3[CH:23]=[CH:22][C:21]([C:20]#[N:25])=[CH:69][N:65]=3)=[O:72])[CH:36]=[CH:37][C:38]=2[F:61])[N:42]=1. The catalyst class is: 4. (2) Reactant: CO[C:3]([C:5]1[N:6]=[C:7]([C:23]#[N:24])[C:8]2[C:13]([C:14]=1[OH:15])=[CH:12][CH:11]=[C:10]([O:16][C:17]1[CH:22]=[CH:21][CH:20]=[CH:19][CH:18]=1)[CH:9]=2)=[O:4].Cl.[NH2:26][CH2:27][C:28]([CH3:34])([CH3:33])[CH2:29][C:30]([OH:32])=[O:31]. Product: [C:23]([C:7]1[C:8]2[C:13](=[CH:12][CH:11]=[C:10]([O:16][C:17]3[CH:18]=[CH:19][CH:20]=[CH:21][CH:22]=3)[CH:9]=2)[C:14]([OH:15])=[C:5]([C:3]([NH:26][CH2:27][C:28]([CH3:34])([CH3:33])[CH2:29][C:30]([OH:32])=[O:31])=[O:4])[N:6]=1)#[N:24]. The catalyst class is: 779. (3) Reactant: [CH2:1]([O:3][C:4]1[CH:5]=[C:6]([CH:12]=[C:13]([OH:15])[CH:14]=1)[C:7]([O:9][CH2:10][CH3:11])=[O:8])[CH3:2].Cl[CH2:17][C:18]1[N:19]=[C:20]([C:24]2[CH:29]=[CH:28][CH:27]=[CH:26][CH:25]=2)[O:21][C:22]=1[CH3:23].C(=O)([O-])[O-].[K+].[K+].Cl. Product: [CH2:1]([O:3][C:4]1[CH:5]=[C:6]([CH:12]=[C:13]([O:15][CH2:17][C:18]2[N:19]=[C:20]([C:24]3[CH:29]=[CH:28][CH:27]=[CH:26][CH:25]=3)[O:21][C:22]=2[CH3:23])[CH:14]=1)[C:7]([O:9][CH2:10][CH3:11])=[O:8])[CH3:2]. The catalyst class is: 145.